From a dataset of M1 muscarinic receptor antagonist screen with 61,756 compounds. Binary Classification. Given a drug SMILES string, predict its activity (active/inactive) in a high-throughput screening assay against a specified biological target. (1) The compound is S(=O)(=O)(N(CC)CC)c1cc(C(=O)NCCCN2CCOCC2)c(F)cc1. The result is 0 (inactive). (2) The compound is S=c1n(CCN2CCN(CC2)Cc2ccccc2)c(=O)c2c([nH]1)cccc2. The result is 1 (active). (3) The result is 0 (inactive). The compound is O=C1N(CC(C1)C(=O)Nc1cc2OCOc2cc1)c1ccc(OCCC)cc1.